Dataset: Forward reaction prediction with 1.9M reactions from USPTO patents (1976-2016). Task: Predict the product of the given reaction. Given the reactants [CH2:1]([O:8][C:9]1[CH:10]=[C:11]2[C:16](=[CH:17][C:18]=1[O:19][CH3:20])[CH:15](/[CH:21]=[CH:22]/[C:23]1[CH:28]=[C:27]([O:29][CH2:30][C:31]3[CH:36]=[CH:35][CH:34]=[CH:33][CH:32]=3)[C:26]([O:37][CH3:38])=[CH:25][C:24]=1[CH3:39])[NH:14][CH2:13][CH2:12]2)[C:2]1[CH:7]=[CH:6][CH:5]=[CH:4][CH:3]=1.[NH2:40][C:41]1[N:46]=[CH:45][C:44]([C:47](O)=[O:48])=[CH:43][CH:42]=1.CCN(C(C)C)C(C)C.CN(C(ON1N=NC2C=CC=NC1=2)=[N+](C)C)C.F[P-](F)(F)(F)(F)F, predict the reaction product. The product is: [NH2:40][C:41]1[N:46]=[CH:45][C:44]([C:47]([N:14]2[CH2:13][CH2:12][C:11]3[C:16](=[CH:17][C:18]([O:19][CH3:20])=[C:9]([O:8][CH2:1][C:2]4[CH:7]=[CH:6][CH:5]=[CH:4][CH:3]=4)[CH:10]=3)[CH:15]2/[CH:21]=[CH:22]/[C:23]2[CH:28]=[C:27]([O:29][CH2:30][C:31]3[CH:32]=[CH:33][CH:34]=[CH:35][CH:36]=3)[C:26]([O:37][CH3:38])=[CH:25][C:24]=2[CH3:39])=[O:48])=[CH:43][CH:42]=1.